Dataset: Reaction yield outcomes from USPTO patents with 853,638 reactions. Task: Predict the reaction yield, written as a fraction of the theoretical maximum amount of product (1.0 means a 100% yield; for example, 0.34 means a 34% yield). (1) The reactants are [CH3:1][C:2]1[CH:7]=[CH:6][N+:5]([O-])=[CH:4][CH:3]=1.C[Si]([C:13]#[N:14])(C)C.CN(C)C(Cl)=O. The catalyst is [N+](CC)([O-])=O. The product is [C:13]([C:6]1[CH:7]=[C:2]([CH3:1])[CH:3]=[CH:4][N:5]=1)#[N:14]. The yield is 0.420. (2) The reactants are [Cl-].O[NH3+:3].[C:4](=[O:7])([O-])[OH:5].[Na+].CS(C)=O.[CH2:13]([C:15]1[N:16]([C:40]2[CH:45]=[CH:44][C:43]([O:46][C:47]([CH3:52])([CH3:51])[CH2:48][O:49][CH3:50])=[CH:42][CH:41]=2)[C:17](=[O:39])[C:18]([CH2:24][C:25]2[CH:30]=[CH:29][C:28]([C:31]3[C:32]([C:37]#[N:38])=[CH:33][CH:34]=[CH:35][CH:36]=3)=[CH:27][CH:26]=2)=[C:19]([CH2:21][CH2:22][CH3:23])[N:20]=1)[CH3:14]. The catalyst is O. The product is [CH2:13]([C:15]1[N:16]([C:40]2[CH:45]=[CH:44][C:43]([O:46][C:47]([CH3:52])([CH3:51])[CH2:48][O:49][CH3:50])=[CH:42][CH:41]=2)[C:17](=[O:39])[C:18]([CH2:24][C:25]2[CH:26]=[CH:27][C:28]([C:31]3[CH:36]=[CH:35][CH:34]=[CH:33][C:32]=3[C:37]3[NH:3][C:4](=[O:7])[O:5][N:38]=3)=[CH:29][CH:30]=2)=[C:19]([CH2:21][CH2:22][CH3:23])[N:20]=1)[CH3:14]. The yield is 0.610. (3) The reactants are [NH2:1][C@H:2]1[C:10]2[C:5](=[C:6]([C:11]3[N:15]=[C:14]([C:16]4[CH:17]=[CH:18][C:19]([O:24][CH:25]([CH3:27])[CH3:26])=[C:20]([CH:23]=4)[C:21]#[N:22])[O:13][N:12]=3)[CH:7]=[CH:8][CH:9]=2)[CH2:4][CH2:3]1.[S:28](N)([NH2:31])(=[O:30])=[O:29]. The catalyst is O1CCOCC1. The product is [C:21]([C:20]1[CH:23]=[C:16]([C:14]2[O:13][N:12]=[C:11]([C:6]3[CH:7]=[CH:8][CH:9]=[C:10]4[C:5]=3[CH2:4][CH2:3][C@H:2]4[NH:1][S:28]([NH2:31])(=[O:30])=[O:29])[N:15]=2)[CH:17]=[CH:18][C:19]=1[O:24][CH:25]([CH3:27])[CH3:26])#[N:22]. The yield is 0.260. (4) The reactants are [CH3:1][O:2][C:3]1[CH:4]=[C:5]2[C:10](=[CH:11][CH:12]=1)[N:9]=[CH:8][CH:7]=[CH:6]2.[OH:13]O.[OH-].[Na+]. The catalyst is CC(O)=O. The product is [CH3:1][O:2][C:3]1[CH:4]=[C:5]2[C:10](=[CH:11][CH:12]=1)[N+:9]([O-:13])=[CH:8][CH:7]=[CH:6]2. The yield is 0.550.